From a dataset of Forward reaction prediction with 1.9M reactions from USPTO patents (1976-2016). Predict the product of the given reaction. (1) Given the reactants [CH2:1]1[C:7]2=[CH:8][C:9]3[CH:10]=[CH:11][CH:12]=[CH:13][C:14]=3[N:6]2[CH2:5][CH2:4][NH:3][CH2:2]1.C(=O)([O-])[O-].[K+].[K+].Br[CH2:22][CH3:23], predict the reaction product. The product is: [CH2:22]([N:3]1[CH2:2][CH2:1][C:7]2=[CH:8][C:9]3[CH:10]=[CH:11][CH:12]=[CH:13][C:14]=3[N:6]2[CH2:5][CH2:4]1)[CH3:23]. (2) Given the reactants [Cl:1][C:2]1[CH:3]=[C:4]([CH2:8][C:9](O)=[O:10])[CH:5]=[CH:6][CH:7]=1.[H-].[H-].[H-].[H-].[Li+].[Al+3].[OH-].[Na+], predict the reaction product. The product is: [Cl:1][C:2]1[CH:3]=[C:4]([CH2:8][CH2:9][OH:10])[CH:5]=[CH:6][CH:7]=1.